Dataset: Forward reaction prediction with 1.9M reactions from USPTO patents (1976-2016). Task: Predict the product of the given reaction. (1) The product is: [CH3:1][CH:2]([CH2:6][C@H:7]([C@@H:9]1[C@:26]2([CH3:27])[C@H:12]([C@H:13]3[C@H:23]([CH2:24][C@@H:25]2[OH:28])[C@:21]2([CH3:22])[C@@H:16]([CH2:17][C@@H:18]([O:29][CH2:30][CH2:31][N:32]([C:34]4[CH:39]=[CH:38][C:37]([C@H:40]5[CH2:57][C@@:55]6([CH3:56])[C@@H:51]([CH2:52][CH2:53][C@:54]6([OH:61])[C:58]#[C:59][CH3:60])[C@H:50]6[C:41]5=[C:42]5[C:47]([CH2:48][CH2:49]6)=[CH:46][C:45](=[O:62])[CH2:44][CH2:43]5)=[CH:36][CH:35]=4)[CH3:33])[CH2:19][CH2:20]2)[CH2:15][C@H:14]3[O:63][C:64](=[O:81])[CH2:77][CH2:76][CH2:75][CH2:74][NH:73][C:71]([O:70][C:66]([CH3:69])([CH3:68])[CH3:67])=[O:72])[CH2:11][CH2:10]1)[CH3:8])[C:3]([OH:5])=[O:4]. Given the reactants [CH3:1][CH:2]([CH2:6][C@H:7]([C@@H:9]1[C@:26]2([CH3:27])[C@H:12]([C@H:13]3[C@H:23]([CH2:24][C@@H:25]2[OH:28])[C@:21]2([CH3:22])[C@@H:16]([CH2:17][C@@H:18]([O:29][CH2:30][CH2:31][N:32]([C:34]4[CH:39]=[CH:38][C:37]([C@H:40]5[CH2:57][C@@:55]6([CH3:56])[C@@H:51]([CH2:52][CH2:53][C@:54]6([OH:61])[C:58]#[C:59][CH3:60])[C@H:50]6[C:41]5=[C:42]5[C:47]([CH2:48][CH2:49]6)=[CH:46][C:45](=[O:62])[CH2:44][CH2:43]5)=[CH:36][CH:35]=4)[CH3:33])[CH2:19][CH2:20]2)[CH2:15][C@H:14]3[O:63][CH2:64]Cl)[CH2:11][CH2:10]1)[CH3:8])[C:3]([OH:5])=[O:4].[C:66]([O:70][C:71]([NH:73][CH2:74][CH2:75][CH2:76][C:77](O)=O)=[O:72])([CH3:69])([CH3:68])[CH3:67].C([O-])([O-])=[O:81].[Cs+].[Cs+], predict the reaction product. (2) Given the reactants C([O:5][C:6](=[O:30])[CH2:7][N:8]1[C:12]2=[N:13][C:14]([NH:17]CC3C=CC(OC)=CC=3)=[CH:15][CH:16]=[C:11]2[C:10]([C:27](=[O:29])[CH3:28])=[CH:9]1)(C)(C)C.[C:31]([OH:37])([C:33]([F:36])([F:35])[F:34])=[O:32], predict the reaction product. The product is: [F:34][C:33]([F:36])([F:35])[C:31]([OH:37])=[O:32].[C:27]([C:10]1[C:11]2[C:12](=[N:13][C:14]([NH2:17])=[CH:15][CH:16]=2)[N:8]([CH2:7][C:6]([OH:30])=[O:5])[CH:9]=1)(=[O:29])[CH3:28]. (3) Given the reactants [S:1]1[CH:5]=[CH:4][C:3]([CH2:6]O)=[CH:2]1.[Cl:8][C:9]1[C:14]([Cl:15])=[CH:13][CH:12]=[CH:11][C:10]=1[C:16]1[NH:20][N:19]=[N:18][N:17]=1.C1(P(C2C=CC=CC=2)C2C=CC=CC=2)C=CC=CC=1.CCOC(/N=N/C(OCC)=O)=O, predict the reaction product. The product is: [Cl:8][C:9]1[C:14]([Cl:15])=[CH:13][CH:12]=[CH:11][C:10]=1[C:16]1[N:20]([CH2:6][C:3]2[CH:4]=[CH:5][S:1][CH:2]=2)[N:19]=[N:18][N:17]=1.